This data is from Forward reaction prediction with 1.9M reactions from USPTO patents (1976-2016). The task is: Predict the product of the given reaction. Given the reactants [CH2:1]([N:4]([CH2:12][C:13]#[C:14][CH3:15])[C:5](=[O:11])[O:6][C:7]([CH3:10])([CH3:9])[CH3:8])[CH:2]=[CH2:3].C[N+]1([O-])CC[O:20][CH2:19]C1, predict the reaction product. The product is: [CH3:15][C:14]1[C:19](=[O:20])[CH2:3][CH:2]2[CH2:1][N:4]([C:5]([O:6][C:7]([CH3:8])([CH3:9])[CH3:10])=[O:11])[CH2:12][C:13]=12.